From a dataset of Forward reaction prediction with 1.9M reactions from USPTO patents (1976-2016). Predict the product of the given reaction. (1) Given the reactants [Cr](Cl)([O-])(=O)=O.[NH+]1C=CC=CC=1.[OH:12][CH2:13][C:14]1[CH:19]=[CH:18][CH:17]=[CH:16][C:15]=1[NH:20][C:21](=[O:27])[O:22][C:23]([CH3:26])([CH3:25])[CH3:24], predict the reaction product. The product is: [CH:13]([C:14]1[CH:19]=[CH:18][CH:17]=[CH:16][C:15]=1[NH:20][C:21](=[O:27])[O:22][C:23]([CH3:25])([CH3:24])[CH3:26])=[O:12]. (2) Given the reactants [NH:1]1[C:9]2[C:4](=[N:5][CH:6]=[CH:7][CH:8]=2)[CH:3]=[CH:2]1.O=[C:11]1[CH2:15][CH2:14][CH2:13][CH:12]1[NH:16][C:17](=[O:23])[O:18][C:19]([CH3:22])([CH3:21])[CH3:20], predict the reaction product. The product is: [NH:1]1[C:9]2[C:4](=[N:5][CH:6]=[CH:7][CH:8]=2)[C:3]([C:14]2[CH2:13][CH:12]([NH:16][C:17](=[O:23])[O:18][C:19]([CH3:21])([CH3:20])[CH3:22])[CH2:11][CH:15]=2)=[CH:2]1.[NH:1]1[C:9]2[C:4](=[N:5][CH:6]=[CH:7][CH:8]=2)[C:3]([C:15]2[CH2:14][CH2:13][CH:12]([NH:16][C:17](=[O:23])[O:18][C:19]([CH3:21])([CH3:20])[CH3:22])[CH:11]=2)=[CH:2]1. (3) Given the reactants [F:1][C:2]1[CH:7]=[C:6](C)[CH:5]=[CH:4][C:3]=1[C@:9]1([CH3:20])[CH2:14][C@@H:13]([C:15]([F:18])([F:17])[F:16])[O:12][C:11]([NH2:19])=[N:10]1.FC(F)(F)S(O)(=O)=O.I[N:30]1[C:34](=O)[CH2:33][CH2:32][C:31]1=O.C([O-])(O)=O.[Na+], predict the reaction product. The product is: [NH2:19][C:11]1[O:12][C@H:13]([C:15]([F:17])([F:18])[F:16])[CH2:14][C@:9]([C:3]2[CH:4]=[C:5]([C:31]#[C:32][C:33]3[CH:2]=[C:3]([C:9]#[N:10])[CH:4]=[N:30][CH:34]=3)[CH:6]=[CH:7][C:2]=2[F:1])([CH3:20])[N:10]=1. (4) The product is: [CH3:26][S:23]([C:13]1[N:12]=[C:11]([C:4]2[CH:3]=[C:2]([C:38]#[N:39])[CH:10]=[C:9]3[C:5]=2[CH:6]=[CH:7][NH:8]3)[CH:16]=[C:15]([N:17]2[CH2:18][CH2:19][O:20][CH2:21][CH2:22]2)[N:14]=1)(=[O:24])=[O:25]. Given the reactants F[C:2]1[CH:10]=[C:9]2[C:5]([CH:6]=[CH:7][NH:8]2)=[C:4]([C:11]2[CH:16]=[C:15]([N:17]3[CH2:22][CH2:21][O:20][CH2:19][CH2:18]3)[N:14]=[C:13]([S:23]([CH3:26])(=[O:25])=[O:24])[N:12]=2)[CH:3]=1.CC1(C)C(C)(C)OB(C2C=C(C#N)C=C3C=2C=[CH:38][NH:39]3)O1, predict the reaction product.